This data is from Forward reaction prediction with 1.9M reactions from USPTO patents (1976-2016). The task is: Predict the product of the given reaction. Given the reactants [O:1]=[C:2]([C:12]1[CH:17]=[CH:16][C:15](B2OC(C)(C)C(C)(C)O2)=[CH:14][CH:13]=1)[CH2:3][NH:4][C:5](=[O:11])[O:6][C:7]([CH3:10])([CH3:9])[CH3:8].[Br:27][C:28]1[CH:29]=[C:30]2[C:35](=[CH:36][CH:37]=1)[N:34]=[C:33](Cl)[CH:32]=[N:31]2.C(=O)([O-])[O-].[Cs+].[Cs+], predict the reaction product. The product is: [Br:27][C:28]1[CH:29]=[C:30]2[C:35](=[CH:36][CH:37]=1)[N:34]=[C:33]([C:15]1[CH:14]=[CH:13][C:12]([C:2](=[O:1])[CH2:3][NH:4][C:5](=[O:11])[O:6][C:7]([CH3:8])([CH3:9])[CH3:10])=[CH:17][CH:16]=1)[CH:32]=[N:31]2.